Dataset: Reaction yield outcomes from USPTO patents with 853,638 reactions. Task: Predict the reaction yield, written as a fraction of the theoretical maximum amount of product (1.0 means a 100% yield; for example, 0.34 means a 34% yield). (1) The yield is 0.690. The catalyst is C1COCC1.O. The product is [F:1][C:2]1[CH:3]=[CH:4][C:5]([CH2:6][N:7]2[C:15]3[C:10](=[CH:11][CH:12]=[CH:13][CH:14]=3)[C:9]3[CH2:16][C@@H:17]([CH2:23][OH:24])[N:18]([C:32]([O:34][C:35]([CH3:38])([CH3:37])[CH3:36])=[O:33])[CH2:19][C:8]2=3)=[CH:26][CH:27]=1. The reactants are [F:1][C:2]1[CH:27]=[CH:26][C:5]([CH2:6][N:7]2[C:15]3[CH:14]=[CH:13][CH:12]=[CH:11][C:10]=3[C:9]3[CH2:16][CH:17]4[C:23](=[O:24])NCC(=O)[N:18]4[CH2:19][C:8]2=3)=[CH:4][CH:3]=1.[H-].[Na+].BrC[C:32]([O:34][C:35]([CH3:38])([CH3:37])[CH3:36])=[O:33]. (2) The reactants are [CH3:1][C:2]1[CH:7]=[C:6]([O:8]C)[C:5]([N+:10]([O-:12])=[O:11])=[CH:4][C:3]=1[O:13][CH3:14].B(Cl)(Cl)Cl. The catalyst is C(Cl)Cl. The product is [CH3:1][C:2]1[C:3]([O:13][CH3:14])=[CH:4][C:5]([N+:10]([O-:12])=[O:11])=[C:6]([OH:8])[CH:7]=1. The yield is 0.990. (3) The reactants are [C:1]([C:5]1[CH:10]=[CH:9][CH:8]=[CH:7][C:6]=1[OH:11])([CH3:4])([CH3:3])[CH3:2].CC(C)([O-])C.[K+].[Cl:18][C:19]1[N:20]=[N:21][C:22]([Cl:27])=[CH:23][C:24]=1[O:25][CH3:26].[Cl-].[NH4+]. The catalyst is CS(C)=O. The product is [C:1]([C:5]1[CH:10]=[CH:9][CH:8]=[CH:7][C:6]=1[O:11][C:19]1[N:20]=[N:21][C:22]([Cl:27])=[CH:23][C:24]=1[O:25][CH3:26])([CH3:4])([CH3:2])[CH3:3].[C:1]([C:5]1[CH:10]=[CH:9][CH:8]=[CH:7][C:6]=1[O:11][C:22]1[N:21]=[N:20][C:19]([Cl:18])=[C:24]([O:25][CH3:26])[CH:23]=1)([CH3:4])([CH3:2])[CH3:3]. The yield is 0.235. (4) The reactants are [O:1]([C:9]1[CH:17]=[C:16]2[C:12]([CH:13]=[CH:14][NH:15]2)=[CH:11][CH:10]=1)[Si:2]([C:5]([CH3:8])([CH3:7])[CH3:6])([CH3:4])[CH3:3].[C:18](O[C:18]([O:20][C:21]([CH3:24])([CH3:23])[CH3:22])=[O:19])([O:20][C:21]([CH3:24])([CH3:23])[CH3:22])=[O:19]. The catalyst is ClCCl.CN(C)C1C=CN=CC=1. The product is [C:21]([O:20][C:18]([N:15]1[C:16]2[C:12](=[CH:11][CH:10]=[C:9]([O:1][Si:2]([C:5]([CH3:8])([CH3:7])[CH3:6])([CH3:4])[CH3:3])[CH:17]=2)[CH:13]=[CH:14]1)=[O:19])([CH3:24])([CH3:23])[CH3:22]. The yield is 0.910. (5) The product is [F:1][C:2]([F:7])([F:6])[C:3]([OH:5])=[O:4].[NH2:24][CH:21]1[CH2:22][CH2:23][CH:18]([NH:17][C:14]2[CH:15]=[CH:16][C:11]([C:9]([NH2:8])=[O:10])=[CH:12][CH:13]=2)[CH2:19][CH2:20]1. The catalyst is C(Cl)Cl. The reactants are [F:1][C:2]([F:7])([F:6])[C:3]([OH:5])=[O:4].[NH2:8][C:9]([C:11]1[CH:16]=[CH:15][C:14]([NH:17][CH:18]2[CH2:23][CH2:22][CH:21]([NH:24]C(=O)OC(C)(C)C)[CH2:20][CH2:19]2)=[CH:13][CH:12]=1)=[O:10]. The yield is 1.00.